This data is from Full USPTO retrosynthesis dataset with 1.9M reactions from patents (1976-2016). The task is: Predict the reactants needed to synthesize the given product. (1) The reactants are: [S:1]1[CH:5]=[CH:4][C:3]2[C:6]([N:10]3[CH2:15][CH2:14][N:13]([CH2:16][CH2:17][CH2:18][O:19][C:20]4[CH:21]=[C:22]5[C:27](=[CH:28][CH:29]=4)[C:26](=[O:30])[N:25]([CH3:31])[CH:24]=[CH:23]5)[CH2:12][CH2:11]3)=[CH:7][CH:8]=[CH:9][C:2]1=2.S1C=CC2C(N3CCN(CCCOC4C=C5C(=CC=4)C(=O)NC=C5)CC3)=CC=CC1=2.CI.C(O)C.[ClH:67]. Given the product [ClH:67].[S:1]1[CH:5]=[CH:4][C:3]2[C:6]([N:10]3[CH2:15][CH2:14][N:13]([CH2:16][CH2:17][CH2:18][O:19][C:20]4[CH:21]=[C:22]5[C:27](=[CH:28][CH:29]=4)[C:26](=[O:30])[N:25]([CH3:31])[CH:24]=[CH:23]5)[CH2:12][CH2:11]3)=[CH:7][CH:8]=[CH:9][C:2]1=2, predict the reactants needed to synthesize it. (2) Given the product [O:16]1[C:23]2[CH:22]=[CH:21][CH:20]=[CH:19][C:18]=2[N:17]=[C:15]1[C:14]([C:11]1[CH:10]=[CH:9][C:8]([S:5](/[CH:4]=[CH:3]/[C:1]#[N:2])(=[O:7])=[O:6])=[CH:13][CH:12]=1)([CH3:25])[CH3:26], predict the reactants needed to synthesize it. The reactants are: [C:1](/[CH:3]=[CH:4]/[S:5]([C:8]1[CH:13]=[CH:12][C:11]([C:14]([CH3:26])([CH3:25])[C:15]([NH:17][C:18]2[CH:23]=[CH:22][CH:21]=[CH:20][C:19]=2O)=[O:16])=[CH:10][CH:9]=1)(=[O:7])=[O:6])#[N:2].CS(O)(=O)=O. (3) Given the product [C:20]([NH:1][C:2]1[S:3][CH:4]=[C:5]([C:12]2[CH:13]=[CH:14][C:15]([CH2:18][CH3:19])=[CH:16][CH:17]=2)[C:6]=1[C:7]([O:9][CH2:10][CH3:11])=[O:8])(=[O:27])[C:21]1[CH:26]=[CH:25][CH:24]=[CH:23][CH:22]=1, predict the reactants needed to synthesize it. The reactants are: [NH2:1][C:2]1[S:3][CH:4]=[C:5]([C:12]2[CH:17]=[CH:16][C:15]([CH2:18][CH3:19])=[CH:14][CH:13]=2)[C:6]=1[C:7]([O:9][CH2:10][CH3:11])=[O:8].[C:20](Cl)(=[O:27])[C:21]1[CH:26]=[CH:25][CH:24]=[CH:23][CH:22]=1.N1C=CC=CC=1. (4) The reactants are: [NH:1]1[CH2:6][CH2:5][C:4](=[O:7])[CH2:3][CH2:2]1.Cl[CH2:9][CH2:10][CH2:11][O:12][CH2:13][CH2:14][CH3:15]. Given the product [CH2:11]([O:12][CH2:13][CH2:14][CH2:15][N:1]1[CH2:6][CH2:5][C:4](=[O:7])[CH2:3][CH2:2]1)[CH2:10][CH3:9], predict the reactants needed to synthesize it. (5) Given the product [Cl:1][C:2]1[CH:10]=[CH:9][C:5]([C:6]([NH:21][CH2:22][CH2:23][N:24]2[CH2:29][CH2:28][CH2:27][CH2:26][CH2:25]2)=[O:8])=[C:4]([NH:11][CH2:12][CH3:13])[N:3]=1, predict the reactants needed to synthesize it. The reactants are: [Cl:1][C:2]1[CH:10]=[CH:9][C:5]([C:6]([OH:8])=O)=[C:4]([NH:11][CH2:12][CH3:13])[N:3]=1.C(N(CC)CC)C.[NH2:21][CH2:22][CH2:23][N:24]1[CH2:29][CH2:28][CH2:27][CH2:26][CH2:25]1.F[P-](F)(F)(F)(F)F.N1(O[P+](N(C)C)(N(C)C)N(C)C)C2C=CC=CC=2N=N1. (6) Given the product [NH2:1][C:2]1[N:7]=[CH:6][N:5]=[C:4]2[N:8]([C@@H:25]3[CH2:30][CH2:29][CH2:28][N:27]([C:31]([C:32](=[CH:47][C:43]([N:40]4[CH2:41][CH2:42][CH:37]([OH:36])[CH2:38][CH2:39]4)([CH3:44])[CH3:46])[C:33]#[N:34])=[O:35])[CH2:26]3)[N:9]=[C:10]([C:11]3[CH:16]=[CH:15][C:14]([O:17][C:18]4[CH:19]=[CH:20][CH:21]=[CH:22][CH:23]=4)=[CH:13][C:12]=3[F:24])[C:3]=12, predict the reactants needed to synthesize it. The reactants are: [NH2:1][C:2]1[N:7]=[CH:6][N:5]=[C:4]2[N:8]([C@@H:25]3[CH2:30][CH2:29][CH2:28][N:27]([C:31](=[O:35])[CH2:32][C:33]#[N:34])[CH2:26]3)[N:9]=[C:10]([C:11]3[CH:16]=[CH:15][C:14]([O:17][C:18]4[CH:23]=[CH:22][CH:21]=[CH:20][CH:19]=4)=[CH:13][C:12]=3[F:24])[C:3]=12.[OH:36][CH:37]1[CH2:42][CH2:41][N:40]([C:43]([CH3:47])([CH3:46])[CH:44]=O)[CH2:39][CH2:38]1.N1CCCC1.C(Cl)Cl. (7) Given the product [Br:1][C:2]1[CH:3]=[C:4]([CH3:12])[C:5]([F:11])=[C:6]([CH:10]=1)[C:7]#[N:8], predict the reactants needed to synthesize it. The reactants are: [Br:1][C:2]1[CH:3]=[C:4]([CH3:12])[C:5]([F:11])=[C:6]([CH:10]=1)/[CH:7]=[N:8]/O.